Dataset: Buchwald-Hartwig C-N cross coupling reaction yields with 55,370 reactions. Task: Predict the reaction yield, written as a fraction of the theoretical maximum amount of product (1.0 means a 100% yield; for example, 0.34 means a 34% yield). (1) The reactants are FC(F)(F)c1ccc(Br)cc1.Cc1ccc(N)cc1.O=S(=O)(O[Pd]1c2ccccc2-c2ccccc2N~1)C(F)(F)F.CC(C)c1cc(C(C)C)c(-c2ccccc2P(C(C)(C)C)C(C)(C)C)c(C(C)C)c1.CCN=P(N=P(N(C)C)(N(C)C)N(C)C)(N(C)C)N(C)C.c1ccc2nocc2c1. No catalyst specified. The product is Cc1ccc(Nc2ccc(C(F)(F)F)cc2)cc1. The yield is 0.123. (2) The reactants are Brc1cccnc1.Cc1ccc(N)cc1.O=S(=O)(O[Pd]1c2ccccc2-c2ccccc2N~1)C(F)(F)F.CC(C)c1cc(C(C)C)c(-c2ccccc2P(C2CCCCC2)C2CCCCC2)c(C(C)C)c1.CN(C)C(=NC(C)(C)C)N(C)C.c1ccc2oncc2c1. No catalyst specified. The product is Cc1ccc(Nc2cccnc2)cc1. The yield is 0.0597. (3) The reactants are Brc1cccnc1.Cc1ccc(N)cc1.O=S(=O)(O[Pd]1c2ccccc2-c2ccccc2N~1)C(F)(F)F.COc1ccc(OC)c(P(C(C)(C)C)C(C)(C)C)c1-c1c(C(C)C)cc(C(C)C)cc1C(C)C.CN(C)C(=NC(C)(C)C)N(C)C.CCOC(=O)c1cnoc1. No catalyst specified. The product is Cc1ccc(Nc2cccnc2)cc1. The yield is 0.0173. (4) The reactants are Ic1cccnc1.Cc1ccc(N)cc1.O=S(=O)(O[Pd]1c2ccccc2-c2ccccc2N~1)C(F)(F)F.COc1ccc(OC)c(P([C@]23C[C@H]4C[C@H](C[C@H](C4)C2)C3)[C@]23C[C@H]4C[C@H](C[C@H](C4)C2)C3)c1-c1c(C(C)C)cc(C(C)C)cc1C(C)C.CN(C)C(=NC(C)(C)C)N(C)C.c1ccc(-c2cnoc2)cc1. The yield is 0.589. The product is Cc1ccc(Nc2cccnc2)cc1. No catalyst specified. (5) The reactants are COc1ccc(Cl)cc1.Cc1ccc(N)cc1.O=S(=O)(O[Pd]1c2ccccc2-c2ccccc2N~1)C(F)(F)F.COc1ccc(OC)c(P(C(C)(C)C)C(C)(C)C)c1-c1c(C(C)C)cc(C(C)C)cc1C(C)C.CCN=P(N=P(N(C)C)(N(C)C)N(C)C)(N(C)C)N(C)C.CCOC(=O)c1ccon1. No catalyst specified. The product is COc1ccc(Nc2ccc(C)cc2)cc1. The yield is 0. (6) The reactants are Clc1ccccn1.Cc1ccc(N)cc1.O=S(=O)(O[Pd]1c2ccccc2-c2ccccc2N~1)C(F)(F)F.COc1ccc(OC)c(P([C@]23C[C@H]4C[C@H](C[C@H](C4)C2)C3)[C@]23C[C@H]4C[C@H](C[C@H](C4)C2)C3)c1-c1c(C(C)C)cc(C(C)C)cc1C(C)C.CN(C)C(=NC(C)(C)C)N(C)C.Cc1cc(-n2cccc2)no1. No catalyst specified. The product is Cc1ccc(Nc2ccccn2)cc1. The yield is 0.440. (7) The reactants are COc1ccc(I)cc1.Cc1ccc(N)cc1.O=S(=O)(O[Pd]1c2ccccc2-c2ccccc2N~1)C(F)(F)F.COc1ccc(OC)c(P(C(C)(C)C)C(C)(C)C)c1-c1c(C(C)C)cc(C(C)C)cc1C(C)C.CCN=P(N=P(N(C)C)(N(C)C)N(C)C)(N(C)C)N(C)C.c1ccc(-c2ccno2)cc1. No catalyst specified. The product is COc1ccc(Nc2ccc(C)cc2)cc1. The yield is 0.140. (8) The reactants are COc1ccc(Br)cc1.Cc1ccc(N)cc1.O=S(=O)(O[Pd]1c2ccccc2-c2ccccc2N~1)C(F)(F)F.COc1ccc(OC)c(P(C(C)(C)C)C(C)(C)C)c1-c1c(C(C)C)cc(C(C)C)cc1C(C)C.CCN=P(N=P(N(C)C)(N(C)C)N(C)C)(N(C)C)N(C)C.c1ccc2nocc2c1. No catalyst specified. The product is COc1ccc(Nc2ccc(C)cc2)cc1. The yield is 0.104. (9) The reactants are FC(F)(F)c1ccc(I)cc1.Cc1ccc(N)cc1.O=S(=O)(O[Pd]1c2ccccc2-c2ccccc2N~1)C(F)(F)F.CC(C)c1cc(C(C)C)c(-c2ccccc2P(C(C)(C)C)C(C)(C)C)c(C(C)C)c1.CN(C)C(=NC(C)(C)C)N(C)C.Cc1cc(-c2ccccc2)on1. No catalyst specified. The product is Cc1ccc(Nc2ccc(C(F)(F)F)cc2)cc1. The yield is 0.366. (10) The reactants are COc1ccc(Cl)cc1.Cc1ccc(N)cc1.O=S(=O)(O[Pd]1c2ccccc2-c2ccccc2N~1)C(F)(F)F.CC(C)c1cc(C(C)C)c(-c2ccccc2P(C(C)(C)C)C(C)(C)C)c(C(C)C)c1.CN1CCCN2CCCN=C12.CCOC(=O)c1cnoc1. No catalyst specified. The product is COc1ccc(Nc2ccc(C)cc2)cc1. The yield is 0.0272.